Dataset: Forward reaction prediction with 1.9M reactions from USPTO patents (1976-2016). Task: Predict the product of the given reaction. Given the reactants [N+:1]([C:4]1[CH:9]=[CH:8][C:7]([C:10]2[CH:15]=[CH:14][C:13]([C:16]([OH:18])=O)=[CH:12][CH:11]=2)=[CH:6][CH:5]=1)([O-:3])=[O:2].C(Cl)(=O)C(Cl)=O.Cl.[CH3:26][NH:27][C@H:28]([C:32]([O:34][CH3:35])=[O:33])[CH:29]([CH3:31])[CH3:30].C(N(CC)CC)C, predict the reaction product. The product is: [CH3:26][N:27]([C:16]([C:13]1[CH:12]=[CH:11][C:10]([C:7]2[CH:6]=[CH:5][C:4]([N+:1]([O-:3])=[O:2])=[CH:9][CH:8]=2)=[CH:15][CH:14]=1)=[O:18])[C@H:28]([C:32]([O:34][CH3:35])=[O:33])[CH:29]([CH3:31])[CH3:30].